Dataset: Acute oral toxicity (LD50) regression data from Zhu et al.. Task: Regression/Classification. Given a drug SMILES string, predict its toxicity properties. Task type varies by dataset: regression for continuous values (e.g., LD50, hERG inhibition percentage) or binary classification for toxic/non-toxic outcomes (e.g., AMES mutagenicity, cardiotoxicity, hepatotoxicity). Dataset: ld50_zhu. The molecule is CCSC(=O)NC1CCCCC1. The rat oral LD50 is 1.82, given as -log10 of the dose in mol/kg body weight (higher means more acutely toxic).